Task: Predict which catalyst facilitates the given reaction.. Dataset: Catalyst prediction with 721,799 reactions and 888 catalyst types from USPTO Reactant: [Cl:1][C:2]1[CH:3]=[C:4]([N+:10]([O-:12])=[O:11])[CH:5]=[C:6]([Cl:9])[C:7]=1Cl.[CH:13]1[C:22]2[C:17](=[CH:18][CH:19]=[CH:20][CH:21]=2)[CH:16]=[CH:15][C:14]=1[SH:23].CN(C=O)C. Product: [Cl:9][C:6]1[CH:5]=[C:4]([N+:10]([O-:12])=[O:11])[CH:3]=[C:2]([Cl:1])[C:7]=1[S:23][C:14]1[CH:15]=[CH:16][C:17]2[C:22](=[CH:21][CH:20]=[CH:19][CH:18]=2)[CH:13]=1. The catalyst class is: 16.